This data is from Full USPTO retrosynthesis dataset with 1.9M reactions from patents (1976-2016). The task is: Predict the reactants needed to synthesize the given product. Given the product [CH2:26]([O:27][C:28](=[O:29])[CH2:30][C:11]1([OH:22])[C:12]2[C:17](=[CH:16][C:15]([O:20][CH3:21])=[CH:14][CH:13]=2)[CH2:18][CH2:19][CH:10]1[Cl:9])[CH3:25], predict the reactants needed to synthesize it. The reactants are: C(NC(C)C)(C)C.[Li].[Cl:9][CH:10]1[CH2:19][CH2:18][C:17]2[C:12](=[CH:13][CH:14]=[C:15]([O:20][CH3:21])[CH:16]=2)[C:11]1=[O:22].[NH4+].[Cl-].[CH3:25][CH2:26][O:27][C:28]([CH3:30])=[O:29].